From a dataset of Drug-target binding data from BindingDB using IC50 measurements. Regression. Given a target protein amino acid sequence and a drug SMILES string, predict the binding affinity score between them. We predict pIC50 (pIC50 = -log10(IC50 in M); higher means more potent). Dataset: bindingdb_ic50. The small molecule is CCCC[N+]12CCC(CC1)C(=C(c1ccccc1)c1ccccc1)C2.[Br-]. The target protein (P31941) has sequence MEASPASGPRHLMDPHIFTSNFNNGIGRHKTYLCYEVERLDNGTSVKMDQHRGFLHNQAKNLLCGFYGRHAELRFLDLVPSLQLDPAQIYRVTWFISWSPCFSWGCAGEVRAFLQENTHVRLRIFAARIYDYDPLYKEALQMLRDAGAQVSIMTYDEFKHCWDTFVDHQGCPFQPWDGLDEHSQALSGRLRAILQNQGN. The pIC50 is 5.7.